This data is from CYP1A2 inhibition data for predicting drug metabolism from PubChem BioAssay. The task is: Regression/Classification. Given a drug SMILES string, predict its absorption, distribution, metabolism, or excretion properties. Task type varies by dataset: regression for continuous measurements (e.g., permeability, clearance, half-life) or binary classification for categorical outcomes (e.g., BBB penetration, CYP inhibition). Dataset: cyp1a2_veith. (1) The compound is Cc1cccc(CNc2ncncc2-c2ccccc2Cl)c1. The result is 1 (inhibitor). (2) The drug is Cc1noc(C)c1C(=O)N1CCC[C@@]2(CCN(Cc3ccccc3)C2)C1. The result is 0 (non-inhibitor). (3) The drug is Cc1ccc(NS(=O)(=O)c2cc(C(=O)NCc3ccccn3)ccc2Cl)cc1. The result is 1 (inhibitor). (4) The molecule is Cc1cccc(NC(=S)NC2CC3CCC(C2)N3Cc2ccco2)c1C. The result is 0 (non-inhibitor). (5) The drug is N#Cc1ccc(C2=NC(C(F)(F)F)(C(F)(F)F)c3c(n(Cc4ccco4)c(=O)[nH]c3=O)N2)cc1. The result is 0 (non-inhibitor). (6) The compound is NCCc1ccc(O)cc1. The result is 0 (non-inhibitor). (7) The compound is CN1CCCC2(CCN(C(=O)c3cnccn3)CC2)C1. The result is 0 (non-inhibitor).